Dataset: Forward reaction prediction with 1.9M reactions from USPTO patents (1976-2016). Task: Predict the product of the given reaction. (1) Given the reactants [Br:1][C:2]1[CH:7]=[CH:6][C:5]([F:8])=[CH:4][C:3]=1[Cl:9].[Cl:10][S:11](O)(=[O:13])=[O:12], predict the reaction product. The product is: [Br:1][C:2]1[C:3]([Cl:9])=[CH:4][C:5]([F:8])=[C:6]([S:11]([Cl:10])(=[O:13])=[O:12])[CH:7]=1. (2) The product is: [OH:2][CH2:3][C:4]([CH3:21])([CH3:20])[CH2:5][C@H:6]1[CH2:10][O:9][C:8]([CH3:12])([CH3:11])[N:7]1[C:13]([O:15][C:16]([CH3:19])([CH3:18])[CH3:17])=[O:14]. Given the reactants C[O:2][C:3](=O)[C:4]([CH3:21])([CH3:20])[CH2:5][C@H:6]1[CH2:10][O:9][C:8]([CH3:12])([CH3:11])[N:7]1[C:13]([O:15][C:16]([CH3:19])([CH3:18])[CH3:17])=[O:14].[H-].[H-].[H-].[H-].[Li+].[Al+3].O, predict the reaction product. (3) Given the reactants Cl[C:2]1[CH:11]=[C:6]2[NH:7][CH2:8][CH2:9][CH2:10][N:5]2[C:4](=[O:12])[N:3]=1.[H-].[Na+].Br[CH2:16][C:17]1[CH:22]=[CH:21][C:20]([Cl:23])=[CH:19][CH:18]=1.[F:24][C:25]1[CH:26]=[C:27]([CH2:32][OH:33])[CH:28]=[CH:29][C:30]=1[F:31], predict the reaction product. The product is: [Cl:23][C:20]1[CH:21]=[CH:22][C:17]([CH2:16][N:7]2[CH2:8][CH2:9][CH2:10][N:5]3[C:4](=[O:12])[N:3]=[C:2]([O:33][CH2:32][C:27]4[CH:28]=[CH:29][C:30]([F:31])=[C:25]([F:24])[CH:26]=4)[CH:11]=[C:6]23)=[CH:18][CH:19]=1. (4) Given the reactants [N:1]1[CH:6]=[CH:5][CH:4]=[C:3]([CH2:7][NH2:8])[CH:2]=1.O[C:10]1[C:11]2[CH:19]=[CH:18][CH:17]=[C:16]([C:20]([NH2:22])=[O:21])[C:12]=2[N:13]=[N:14][N:15]=1, predict the reaction product. The product is: [N:1]1[CH:6]=[CH:5][CH:4]=[C:3]([CH2:7][NH:8][C:10]2[C:11]3[CH:19]=[CH:18][CH:17]=[C:16]([C:20]([NH2:22])=[O:21])[C:12]=3[N:13]=[N:14][N:15]=2)[CH:2]=1. (5) Given the reactants [Cl-].[CH3:2][C:3]1[N:10]2[C:6](=[N+:7]([CH2:15][C:16]3[CH:21]=[CH:20][C:19]([N+:22]([O-:24])=[O:23])=[CH:18][CH:17]=3)[C:8]3[CH:14]=[CH:13][CH:12]=[CH:11][C:9]=32)[S:5][CH:4]=1.[CH3:25][O-:26].[Na+], predict the reaction product. The product is: [CH3:6][S:5]/[CH:4]=[C:3](\[N:10]1[C:9]2[CH:11]=[CH:12][CH:13]=[CH:14][C:8]=2[N:7]([CH2:15][C:16]2[CH:17]=[CH:18][C:19]([N+:22]([O-:24])=[O:23])=[CH:20][CH:21]=2)[C:25]1=[O:26])/[CH3:2]. (6) Given the reactants Cl[C:2]1[N:3]=[N:4][C:5]([N:8]2[CH:12]=[CH:11][CH:10]=[N:9]2)=[CH:6][CH:7]=1.[F:13][C:14]1[CH:19]=[CH:18][C:17]([C:20]([CH3:24])([CH3:23])[CH2:21][NH2:22])=[CH:16][CH:15]=1.C(N(C(C)C)CC)(C)C, predict the reaction product. The product is: [F:13][C:14]1[CH:15]=[CH:16][C:17]([C:20]([CH3:24])([CH3:23])[CH2:21][NH:22][C:2]2[N:3]=[N:4][C:5]([N:8]3[CH:12]=[CH:11][CH:10]=[N:9]3)=[CH:6][CH:7]=2)=[CH:18][CH:19]=1. (7) Given the reactants [H-].[H-].[H-].[H-].[Li+].[Al+3].[OH:7][CH:8]1[CH2:11][N:10]([C:12](=O)[C@@H:13]([NH:18][C:19](=O)OC(C)(C)C)[C@@H:14]([CH3:17])[CH2:15][CH3:16])[CH2:9]1.O.[OH-].[Na+], predict the reaction product. The product is: [CH3:17][C@@H:14]([CH2:15][CH3:16])[C@H:13]([NH:18][CH3:19])[CH2:12][N:10]1[CH2:9][CH:8]([OH:7])[CH2:11]1. (8) Given the reactants C[Si](C)(C)CCOC[N:7]1[C:11]2[N:12]=[CH:13][N:14]=[C:15]([C:16]3[CH:17]=[N:18][N:19]([C@@H:21]4[CH2:26][CH2:25][C@H:24]([CH2:27][S:28][C:29]5[NH:30][C:31]([NH2:34])=[N:32][N:33]=5)[CH2:23][CH2:22]4)[CH:20]=3)[C:10]=2[CH:9]=[CH:8]1.CC#N.O, predict the reaction product. The product is: [N:12]1[C:11]2[NH:7][CH:8]=[CH:9][C:10]=2[C:15]([C:16]2[CH:17]=[N:18][N:19]([C@@H:21]3[CH2:26][CH2:25][C@H:24]([CH2:27][S:28][C:29]4[NH:30][C:31]([NH2:34])=[N:32][N:33]=4)[CH2:23][CH2:22]3)[CH:20]=2)=[N:14][CH:13]=1.